Dataset: Forward reaction prediction with 1.9M reactions from USPTO patents (1976-2016). Task: Predict the product of the given reaction. (1) Given the reactants [Br:1][C:2]1[CH:7]=[CH:6][C:5]([C:8]2([CH2:13][OH:14])[CH2:12][CH2:11][CH2:10][CH2:9]2)=[CH:4][CH:3]=1.CCN(CC)CC.[S:22](Cl)([CH3:25])(=[O:24])=[O:23], predict the reaction product. The product is: [Br:1][C:2]1[CH:3]=[CH:4][C:5]([C:8]2([CH2:13][O:14][S:22]([CH3:25])(=[O:24])=[O:23])[CH2:12][CH2:11][CH2:10][CH2:9]2)=[CH:6][CH:7]=1. (2) Given the reactants Br[C:2]1[CH:7]=[CH:6][CH:5]=[CH:4][N:3]=1.[Cl:8][C:9]1[CH:14]=[C:13]([Cl:15])[CH:12]=[CH:11][C:10]=1B(O)O.C([O-])([O-])=O.[K+].[K+], predict the reaction product. The product is: [Cl:8][C:9]1[CH:14]=[C:13]([Cl:15])[CH:12]=[CH:11][C:10]=1[C:2]1[CH:7]=[CH:6][CH:5]=[CH:4][N:3]=1. (3) Given the reactants [C:1]([O:7][CH2:8][C:9]([F:14])([F:13])[S:10]([O-:12])=[O:11])(=[O:6])[CH2:2][CH2:3][CH2:4][CH3:5].[Na+:15].[OH:16]O, predict the reaction product. The product is: [C:1]([O:7][CH2:8][C:9]([F:14])([F:13])[S:10]([O-:16])(=[O:12])=[O:11])(=[O:6])[CH2:2][CH2:3][CH2:4][CH3:5].[Na+:15]. (4) Given the reactants CN(C)C=O.[Br:6][C:7]1[CH:14]=[CH:13][C:10]([CH2:11][OH:12])=[CH:9][CH:8]=1.[H-].[Na+].F[C:18]1[CH:23]=[CH:22][C:21]([CH3:24])=[CH:20][N:19]=1, predict the reaction product. The product is: [Br:6][C:7]1[CH:14]=[CH:13][C:10]([CH2:11][O:12][C:18]2[CH:23]=[CH:22][C:21]([CH3:24])=[CH:20][N:19]=2)=[CH:9][CH:8]=1.